This data is from Full USPTO retrosynthesis dataset with 1.9M reactions from patents (1976-2016). The task is: Predict the reactants needed to synthesize the given product. (1) Given the product [CH2:43]([O:42][C:40]([C:39]1[C:35]([I:34])=[N:36][N:37]([CH2:54][CH:53]([NH:56][C:57]([O:58][C:59]([CH3:60])([CH3:62])[CH3:61])=[O:63])[CH:50]2[CH2:51][CH2:52]2)[C:38]=1[C:45]([O:47][CH2:48][CH3:49])=[O:46])=[O:41])[CH3:44], predict the reactants needed to synthesize it. The reactants are: C1C=CC(P(C2C=CC=CC=2)C2C=CC=CC=2)=CC=1.CC(OC(/N=N/C(OC(C)C)=O)=O)C.[I:34][C:35]1[C:39]([C:40]([O:42][CH2:43][CH3:44])=[O:41])=[C:38]([C:45]([O:47][CH2:48][CH3:49])=[O:46])[NH:37][N:36]=1.[CH:50]1([CH:53]([NH:56][C:57](=[O:63])[O:58][C:59]([CH3:62])([CH3:61])[CH3:60])[CH2:54]O)[CH2:52][CH2:51]1. (2) Given the product [CH2:1]([N:8]1[CH2:9][CH2:10][CH:11]([NH:14][C:15]2[S:16][CH:19]=[C:20]([C:21]([F:24])([F:23])[F:22])[N:17]=2)[CH2:12][CH2:13]1)[C:2]1[CH:3]=[CH:4][CH:5]=[CH:6][CH:7]=1, predict the reactants needed to synthesize it. The reactants are: [CH2:1]([N:8]1[CH2:13][CH2:12][CH:11]([NH:14][C:15]([NH2:17])=[S:16])[CH2:10][CH2:9]1)[C:2]1[CH:7]=[CH:6][CH:5]=[CH:4][CH:3]=1.Br[CH2:19][C:20](=O)[C:21]([F:24])([F:23])[F:22]. (3) Given the product [N:12]1[CH:9]=[CH:10][CH:11]=[C:6]([C:5]2[N:4]=[C:2]([NH2:1])[S:3][CH:17]=2)[CH:7]=1, predict the reactants needed to synthesize it. The reactants are: [NH2:1][C:2]([NH:4][CH2:5][C:6]1[CH:11]=[CH:10][CH:9]=C[C:7]=1[N+:12]([O-])=O)=[S:3].Br.Br[CH2:17]C(C1C=NC=CC=1)=O.[NH4+].[Cl-].ClC(OC1C=CC([N+]([O-])=O)=CC=1)=O.CCN(CC)CC. (4) The reactants are: C(OC([N:8]1[CH2:13][CH2:12][CH:11]([O:14][C:15]2[CH:20]=[CH:19][C:18]([Cl:21])=[CH:17][CH:16]=2)[CH2:10][CH2:9]1)=O)(C)(C)C.FC(F)(F)C(O)=O. Given the product [Cl:21][C:18]1[CH:19]=[CH:20][C:15]([O:14][CH:11]2[CH2:10][CH2:9][NH:8][CH2:13][CH2:12]2)=[CH:16][CH:17]=1, predict the reactants needed to synthesize it. (5) Given the product [CH3:51][C:52]([CH3:58])([CH2:57][O:47][C:44]1[CH:43]=[CH:42][C:41]([C:38]2[CH:37]=[CH:36][C:35]([C:24]3[N:25]([CH2:27][O:28][CH2:29][CH2:30][Si:31]([CH3:34])([CH3:32])[CH3:33])[CH:26]=[C:22]([C:21]([F:20])([F:48])[F:49])[N:23]=3)=[CH:40][N:39]=2)=[CH:46][CH:45]=1)[C:53]([O:55][CH3:56])=[O:54], predict the reactants needed to synthesize it. The reactants are: N(C(OCC)=O)=NC(OCC)=O.C1(C)C=CC=CC=1.[F:20][C:21]([F:49])([F:48])[C:22]1[N:23]=[C:24]([C:35]2[CH:36]=[CH:37][C:38]([C:41]3[CH:46]=[CH:45][C:44]([OH:47])=[CH:43][CH:42]=3)=[N:39][CH:40]=2)[N:25]([CH2:27][O:28][CH2:29][CH2:30][Si:31]([CH3:34])([CH3:33])[CH3:32])[CH:26]=1.O[CH2:51][C:52]([CH3:58])([CH3:57])[C:53]([O:55][CH3:56])=[O:54].C1(P(C2C=CC=CC=2)C2C=CC=CC=2)C=CC=CC=1.